From a dataset of NCI-60 drug combinations with 297,098 pairs across 59 cell lines. Regression. Given two drug SMILES strings and cell line genomic features, predict the synergy score measuring deviation from expected non-interaction effect. (1) Drug 1: CC1C(C(CC(O1)OC2CC(CC3=C2C(=C4C(=C3O)C(=O)C5=C(C4=O)C(=CC=C5)OC)O)(C(=O)CO)O)N)O. Drug 2: CNC(=O)C1=NC=CC(=C1)OC2=CC=C(C=C2)NC(=O)NC3=CC(=C(C=C3)Cl)C(F)(F)F. Cell line: SW-620. Synergy scores: CSS=73.2, Synergy_ZIP=-2.04, Synergy_Bliss=-3.23, Synergy_Loewe=-2.78, Synergy_HSA=2.33. (2) Drug 1: C1=CC(=CC=C1CC(C(=O)O)N)N(CCCl)CCCl.Cl. Drug 2: CCCCCOC(=O)NC1=NC(=O)N(C=C1F)C2C(C(C(O2)C)O)O. Cell line: M14. Synergy scores: CSS=-4.29, Synergy_ZIP=-0.00407, Synergy_Bliss=-4.98, Synergy_Loewe=-10.5, Synergy_HSA=-8.43. (3) Drug 1: C1=CN(C(=O)N=C1N)C2C(C(C(O2)CO)O)O.Cl. Drug 2: CC1C(C(CC(O1)OC2CC(OC(C2O)C)OC3=CC4=CC5=C(C(=O)C(C(C5)C(C(=O)C(C(C)O)O)OC)OC6CC(C(C(O6)C)O)OC7CC(C(C(O7)C)O)OC8CC(C(C(O8)C)O)(C)O)C(=C4C(=C3C)O)O)O)O. Cell line: MOLT-4. Synergy scores: CSS=78.3, Synergy_ZIP=0.115, Synergy_Bliss=0.0541, Synergy_Loewe=-0.389, Synergy_HSA=0.203. (4) Drug 1: CC1=C(N=C(N=C1N)C(CC(=O)N)NCC(C(=O)N)N)C(=O)NC(C(C2=CN=CN2)OC3C(C(C(C(O3)CO)O)O)OC4C(C(C(C(O4)CO)O)OC(=O)N)O)C(=O)NC(C)C(C(C)C(=O)NC(C(C)O)C(=O)NCCC5=NC(=CS5)C6=NC(=CS6)C(=O)NCCC[S+](C)C)O. Drug 2: C(CN)CNCCSP(=O)(O)O. Cell line: MCF7. Synergy scores: CSS=23.0, Synergy_ZIP=-3.88, Synergy_Bliss=-3.40, Synergy_Loewe=-34.7, Synergy_HSA=-1.89. (5) Drug 1: CNC(=O)C1=NC=CC(=C1)OC2=CC=C(C=C2)NC(=O)NC3=CC(=C(C=C3)Cl)C(F)(F)F. Drug 2: CC12CCC3C(C1CCC2OP(=O)(O)O)CCC4=C3C=CC(=C4)OC(=O)N(CCCl)CCCl.[Na+]. Cell line: SW-620. Synergy scores: CSS=-5.13, Synergy_ZIP=10.6, Synergy_Bliss=6.27, Synergy_Loewe=-9.78, Synergy_HSA=-7.45.